Predict the reactants needed to synthesize the given product. From a dataset of Full USPTO retrosynthesis dataset with 1.9M reactions from patents (1976-2016). (1) Given the product [N+:12]([CH:15]=[CH:10][C:9]1[C:4]2[O:3][CH2:2][O:1][C:5]=2[CH:6]=[CH:7][CH:8]=1)([O-:14])=[O:13], predict the reactants needed to synthesize it. The reactants are: [O:1]1[C:5]2[CH:6]=[CH:7][CH:8]=[C:9]([CH:10]=O)[C:4]=2[O:3][CH2:2]1.[N+:12]([CH3:15])([O-:14])=[O:13]. (2) Given the product [OH:17][CH2:16][CH2:15][O:14][CH:11]1[CH2:12][CH2:13][N:8]([C:6]([O:5][C:1]([CH3:4])([CH3:3])[CH3:2])=[O:7])[CH2:9][CH2:10]1, predict the reactants needed to synthesize it. The reactants are: [C:1]([O:5][C:6]([N:8]1[CH2:13][CH2:12][CH:11]([O:14][CH2:15][C:16](OC(C)(C)C)=[O:17])[CH2:10][CH2:9]1)=[O:7])([CH3:4])([CH3:3])[CH3:2].[H-].[Al+3].[Li+].[H-].[H-].[H-].O.[OH-].[Na+]. (3) Given the product [Cl:39][C:24]1[C:33]2[C:28](=[CH:29][CH:30]=[C:31]([N+:34]([O-:36])=[O:35])[CH:32]=2)[N:27]=[CH:26][N:25]=1, predict the reactants needed to synthesize it. The reactants are: NC1C=CC=CC=1C(O)=O.C(N)=O.[N+]([O-])(O)=O.S(=O)(=O)(O)O.O[C:24]1[C:33]2[C:28](=[CH:29][CH:30]=[C:31]([N+:34]([O-:36])=[O:35])[CH:32]=2)[N:27]=[CH:26][N:25]=1.S(Cl)([Cl:39])=O. (4) Given the product [Br:6][C:7]1[CH:12]=[CH:11][C:10]([CH2:13][NH:14][S:2]([CH3:1])(=[O:4])=[O:3])=[CH:9][C:8]=1[Cl:15], predict the reactants needed to synthesize it. The reactants are: [CH3:1][S:2](Cl)(=[O:4])=[O:3].[Br:6][C:7]1[CH:12]=[CH:11][C:10]([CH2:13][NH2:14])=[CH:9][C:8]=1[Cl:15].N1C=CC=CC=1. (5) Given the product [Br:1][C:2]1[CH:7]=[CH:6][C:5]([Br:8])=[CH:4][C:3]=1[S:9]([NH:12][C@H:13]1[CH2:17][N:16]([C:18]([O:20][C:21]([CH3:22])([CH3:23])[CH3:24])=[O:19])[C@@H:15]([CH2:25][O:26][C:35]([NH:34][C:37]2[CH:38]=[CH:39][C:40]([C:43]([F:44])([F:45])[F:46])=[CH:41][CH:42]=2)=[O:36])[CH2:14]1)(=[O:10])=[O:11], predict the reactants needed to synthesize it. The reactants are: [Br:1][C:2]1[CH:7]=[CH:6][C:5]([Br:8])=[CH:4][C:3]=1[S:9]([NH:12][C@H:13]1[CH2:17][N:16]([C:18]([O:20][C:21]([CH3:24])([CH3:23])[CH3:22])=[O:19])[C@@H:15]([CH2:25][OH:26])[CH2:14]1)(=[O:11])=[O:10].CCN(CC)CC.[N:34]([C:37]1[CH:42]=[CH:41][C:40]([C:43]([F:46])([F:45])[F:44])=[CH:39][CH:38]=1)=[C:35]=[O:36]. (6) Given the product [C:5]([NH:12][C@H:13]([CH:18]=[O:19])[CH2:14][CH:15]([CH3:16])[CH3:17])([O:7][C:8]([CH3:9])([CH3:11])[CH3:10])=[O:6], predict the reactants needed to synthesize it. The reactants are: CS(C)=O.[C:5]([NH:12][C@H:13]([CH2:18][OH:19])[CH2:14][CH:15]([CH3:17])[CH3:16])([O:7][C:8]([CH3:11])([CH3:10])[CH3:9])=[O:6].CCN(CC)CC. (7) Given the product [Cl:11][C:7]1[CH:6]=[C:5]([CH:2]([NH:1][C:13]([NH:12][C:15]2[CH:20]=[CH:19][C:18]([C:21]3[N:25]=[CH:24][N:23]([C:26]4[CH:31]=[CH:30][C:29]([C:32]([F:35])([F:33])[F:34])=[CH:28][CH:27]=4)[N:22]=3)=[CH:17][CH:16]=2)=[S:14])[CH2:3][OH:4])[CH:10]=[CH:9][CH:8]=1, predict the reactants needed to synthesize it. The reactants are: [NH2:1][CH:2]([C:5]1[CH:10]=[CH:9][CH:8]=[C:7]([Cl:11])[CH:6]=1)[CH2:3][OH:4].[N:12]([C:15]1[CH:20]=[CH:19][C:18]([C:21]2[N:25]=[CH:24][N:23]([C:26]3[CH:31]=[CH:30][C:29]([C:32]([F:35])([F:34])[F:33])=[CH:28][CH:27]=3)[N:22]=2)=[CH:17][CH:16]=1)=[C:13]=[S:14].